This data is from Forward reaction prediction with 1.9M reactions from USPTO patents (1976-2016). The task is: Predict the product of the given reaction. (1) Given the reactants [CH3:1][N:2]1[C:7]2[C:8](C)=[CH:9][NH:10][C:6]=2[C:5](=[O:12])[N:4]([CH3:13])[C:3]1=[O:14].Br[CH2:16][C:17]([NH:19][C:20]1[S:21][CH:22]=[C:23]([C:25]2[CH:30]=[C:29]([F:31])[C:28]([O:32][CH2:33][CH:34]([CH3:36])[CH3:35])=[C:27]([F:37])[CH:26]=2)[N:24]=1)=[O:18].[H-].[Na+], predict the reaction product. The product is: [CH3:1][N:2]1[C:7]2[CH:8]=[CH:9][N:10]([CH2:16][C:17]([NH:19][C:20]3[S:21][CH:22]=[C:23]([C:25]4[CH:26]=[C:27]([F:37])[C:28]([O:32][CH2:33][CH:34]([CH3:35])[CH3:36])=[C:29]([F:31])[CH:30]=4)[N:24]=3)=[O:18])[C:6]=2[C:5](=[O:12])[N:4]([CH3:13])[C:3]1=[O:14]. (2) Given the reactants [OH-].[Na+].[Cl:3][C:4]1[C:5]([F:34])=[C:6]([NH:10][CH:11]([C:13]2[CH:14]=[C:15]([C:30]([O:32]C)=[O:31])[CH:16]=[C:17]3[C:22]=2[O:21][C:20]([N:23]2[CH2:28][CH2:27][O:26][CH2:25][CH2:24]2)=[CH:19][C:18]3=[O:29])[CH3:12])[CH:7]=[CH:8][CH:9]=1.C1COCC1.Cl, predict the reaction product. The product is: [Cl:3][C:4]1[C:5]([F:34])=[C:6]([NH:10][CH:11]([C:13]2[CH:14]=[C:15]([C:30]([OH:32])=[O:31])[CH:16]=[C:17]3[C:22]=2[O:21][C:20]([N:23]2[CH2:24][CH2:25][O:26][CH2:27][CH2:28]2)=[CH:19][C:18]3=[O:29])[CH3:12])[CH:7]=[CH:8][CH:9]=1. (3) Given the reactants [F:1][C:2]1[CH:7]=[CH:6][CH:5]=[C:4]([F:8])[C:3]=1[C:9]1[O:10][C:11]([NH:16][C:17]2[CH:22]=[CH:21][C:20]([C:23]([N:25]3[CH2:30][CH2:29][O:28][CH2:27][CH2:26]3)=[O:24])=[CH:19][CH:18]=2)=[C:12]([C:14]#[N:15])[N:13]=1.C(=O)(O)[O-:32].[Na+].[OH-].[Na+], predict the reaction product. The product is: [F:1][C:2]1[CH:7]=[CH:6][CH:5]=[C:4]([F:8])[C:3]=1[C:9]1[O:10][C:11]([NH:16][C:17]2[CH:18]=[CH:19][C:20]([C:23]([N:25]3[CH2:26][CH2:27][O:28][CH2:29][CH2:30]3)=[O:24])=[CH:21][CH:22]=2)=[C:12]([C:14]([NH2:15])=[O:32])[N:13]=1. (4) Given the reactants Cl[C:2]1[CH:3]=[N:4][CH:5]=[C:6](Cl)[C:7]=1[CH:8]=[CH:9][C:10]1[C:11]2[N:12]([N:18]=[C:19]([CH:21]3[O:25][CH2:24][CH2:23][O:22]3)[CH:20]=2)[C:13]([O:16][CH3:17])=[CH:14][CH:15]=1.C(N(CC)CC)C, predict the reaction product. The product is: [O:25]1[CH2:24][CH2:23][O:22][CH:21]1[C:19]1[CH:20]=[C:11]2[C:10]([CH2:9][CH2:8][C:7]3[CH:6]=[CH:5][N:4]=[CH:3][CH:2]=3)=[CH:15][CH:14]=[C:13]([O:16][CH3:17])[N:12]2[N:18]=1. (5) Given the reactants [CH3:1][C:2]1[CH:23]=[C:22]([N+:24]([O-])=O)[CH:21]=[CH:20][C:3]=1[O:4][C:5]1[CH:10]=[CH:9][N:8]=[C:7]([NH:11][C:12]([N:14]2[CH2:19][CH2:18][O:17][CH2:16][CH2:15]2)=[O:13])[CH:6]=1.[Cl-].[NH4+].O, predict the reaction product. The product is: [NH2:24][C:22]1[CH:21]=[CH:20][C:3]([O:4][C:5]2[CH:10]=[CH:9][N:8]=[C:7]([NH:11][C:12]([N:14]3[CH2:19][CH2:18][O:17][CH2:16][CH2:15]3)=[O:13])[CH:6]=2)=[C:2]([CH3:1])[CH:23]=1.